This data is from Full USPTO retrosynthesis dataset with 1.9M reactions from patents (1976-2016). The task is: Predict the reactants needed to synthesize the given product. (1) The reactants are: [Br:1][C:2]1[CH:27]=[CH:26][C:5]([CH2:6][C@:7]23[CH2:14][C@H:13]([NH2:15])[CH2:12][N:11]2[C:10](=[O:16])[N:9]([C:17]2[CH:22]=[C:21]([Cl:23])[CH:20]=[C:19]([Cl:24])[CH:18]=2)[C:8]3=[O:25])=[CH:4][CH:3]=1.[C:28](OC(=O)C)(=[O:30])[CH3:29]. Given the product [Br:1][C:2]1[CH:3]=[CH:4][C:5]([CH2:6][C@:7]23[CH2:14][C@H:13]([NH:15][C:28](=[O:30])[CH3:29])[CH2:12][N:11]2[C:10](=[O:16])[N:9]([C:17]2[CH:18]=[C:19]([Cl:24])[CH:20]=[C:21]([Cl:23])[CH:22]=2)[C:8]3=[O:25])=[CH:26][CH:27]=1, predict the reactants needed to synthesize it. (2) Given the product [Br:1][C:2]1[CH:11]=[C:10]2[C:5]([CH:6]=[C:7]([O:14][CH3:15])[C:8]([CH:12]=[O:13])=[CH:9]2)=[CH:4][CH:3]=1, predict the reactants needed to synthesize it. The reactants are: [Br:1][C:2]1[CH:11]=[C:10]2[C:5]([CH:6]=[C:7]([O:14][CH3:15])[C:8]([CH2:12][OH:13])=[CH:9]2)=[CH:4][CH:3]=1. (3) Given the product [Cl:1][C:2]1[CH:3]=[CH:4][C:5]([CH2:6][C@@H:7]([C:27]2[CH:28]=[C:29]([CH:33]=[CH:34][CH:35]=2)[C:30]([NH2:32])=[O:31])[C@@H:8]([NH:10][C:11](=[O:26])[C:12]([CH3:13])([O:14][C:15]2[CH:20]=[CH:19][C:18]([C:21]([F:24])([F:23])[F:22])=[CH:17][N:16]=2)[CH3:25])[CH3:9])=[CH:36][CH:37]=1, predict the reactants needed to synthesize it. The reactants are: [Cl:1][C:2]1[CH:37]=[CH:36][C:5]([CH2:6]/[C:7](/[C:27]2[CH:28]=[C:29]([CH:33]=[CH:34][CH:35]=2)[C:30]([NH2:32])=[O:31])=[C:8](/[NH:10][C:11](=[O:26])[C:12]([CH3:25])([O:14][C:15]2[CH:20]=[CH:19][C:18]([C:21]([F:24])([F:23])[F:22])=[CH:17][N:16]=2)[CH3:13])\[CH3:9])=[CH:4][CH:3]=1.CC(OO)=O. (4) Given the product [CH3:31][O:30][C:29]1[C:3](=[O:2])[C:4]([CH3:36])=[C:5]([CH2:6][C:7]2[C:8]([C:21]3[CH:22]=[N:23][CH:24]=[CH:25][CH:26]=3)=[C:9]([CH:18]=[CH:19][CH:20]=2)[C:10]([N:12]2[CH2:17][CH2:16][CH2:15][CH2:14][CH2:13]2)=[O:11])[C:27](=[O:34])[C:28]=1[O:32][CH3:33], predict the reactants needed to synthesize it. The reactants are: C[O:2][C:3]1[C:4]([CH3:36])=[C:5]([C:27]([O:34]C)=[C:28]([O:32][CH3:33])[C:29]=1[O:30][CH3:31])[CH2:6][C:7]1[C:8]([C:21]2[CH:22]=[N:23][CH:24]=[CH:25][CH:26]=2)=[C:9]([CH:18]=[CH:19][CH:20]=1)[C:10]([N:12]1[CH2:17][CH2:16][CH2:15][CH2:14][CH2:13]1)=[O:11].O=[N+]([O-])[O-].[O-][N+](=O)[O-].[O-][N+](=O)[O-].[O-][N+](=O)[O-].[O-][N+](=O)[O-].[O-][N+](=O)[O-].[Ce+4].[NH4+].[NH4+].C(=O)([O-])O.[Na+]. (5) The reactants are: [CH3:1][N:2]1[CH:6]=[C:5]([C:7]2[CH:12]=[CH:11][CH:10]=[CH:9][CH:8]=2)[N:4]=[C:3]1[CH:13]=[O:14].[Cl:15]N1C(=O)CCC1=O. Given the product [Cl:15][C:6]1[N:2]([CH3:1])[C:3]([CH:13]=[O:14])=[N:4][C:5]=1[C:7]1[CH:12]=[CH:11][CH:10]=[CH:9][CH:8]=1, predict the reactants needed to synthesize it. (6) Given the product [C:18]([C:14]1[CH:13]=[C:12]([CH:17]=[CH:16][CH:15]=1)[O:11][C@H:4]([C:5]1[CH:10]=[CH:9][CH:8]=[CH:7][CH:6]=1)[CH2:3][CH2:2][N:36]1[CH2:37][CH2:38][CH:33]([C:28]2[CH:27]=[C:26]([NH:25][C:23](=[O:24])[CH:22]([CH3:21])[CH3:39])[CH:31]=[CH:30][C:29]=2[CH3:32])[CH2:34][CH2:35]1)(=[O:20])[CH3:19], predict the reactants needed to synthesize it. The reactants are: Cl[CH2:2][CH2:3][C@H:4]([O:11][C:12]1[CH:13]=[C:14]([C:18](=[O:20])[CH3:19])[CH:15]=[CH:16][CH:17]=1)[C:5]1[CH:10]=[CH:9][CH:8]=[CH:7][CH:6]=1.[CH3:21][CH:22]([CH3:39])[C:23]([NH:25][C:26]1[CH:31]=[CH:30][C:29]([CH3:32])=[C:28]([CH:33]2[CH2:38][CH2:37][NH:36][CH2:35][CH2:34]2)[CH:27]=1)=[O:24]. (7) Given the product [C:30]([C:34]1[CH:39]=[CH:38][C:37]([O:22][C:19]2[CH:18]=[CH:17][C:16]([O:15][C:6]3[C:5]4[C:10](=[CH:11][C:12]([O:13][CH3:14])=[C:3]([O:2][CH3:1])[CH:4]=4)[N:9]=[CH:8][CH:7]=3)=[CH:21][CH:20]=2)=[CH:36][CH:35]=1)([CH3:33])([CH3:32])[CH3:31], predict the reactants needed to synthesize it. The reactants are: [CH3:1][O:2][C:3]1[CH:4]=[C:5]2[C:10](=[CH:11][C:12]=1[O:13][CH3:14])[N:9]=[CH:8][CH:7]=[C:6]2[O:15][C:16]1[CH:21]=[CH:20][C:19]([OH:22])=[CH:18][CH:17]=1.C(N(CC)CC)C.[C:30]([C:34]1[CH:39]=[CH:38][C:37](OB=O)=[CH:36][CH:35]=1)([CH3:33])([CH3:32])[CH3:31]. (8) Given the product [N:1]1[CH:6]=[CH:5][CH:4]=[CH:3][C:2]=1[S:7]([NH:10][C:21](=[O:47])[O:22][CH2:23][CH2:24][C:25]1[CH:26]=[CH:27][C:28]([N:31]2[C:35]3[CH:36]=[C:37]([Cl:44])[C:38]([C:40]([F:41])([F:43])[F:42])=[CH:39][C:34]=3[N:33]=[C:32]2[CH2:45][CH3:46])=[CH:29][CH:30]=1)(=[O:9])=[O:8], predict the reactants needed to synthesize it. The reactants are: [N:1]1[CH:6]=[CH:5][CH:4]=[CH:3][C:2]=1[S:7]([NH2:10])(=[O:9])=[O:8].N1C=CC=C(S(N[C:21](=[O:47])[O:22][CH2:23][CH2:24][C:25]2[CH:30]=[CH:29][C:28]([N:31]3[C:35]4[CH:36]=[C:37]([Cl:44])[C:38]([C:40]([F:43])([F:42])[F:41])=[CH:39][C:34]=4[N:33]=[C:32]3[CH2:45][CH3:46])=[CH:27][CH:26]=2)(=O)=O)C=1. (9) Given the product [C:14]([C:11]1[N:12]([CH3:13])[C:8]([C:5]2[CH:6]=[CH:7][C:2]([NH:1][C:16](=[O:23])[C:17]3[CH:22]=[CH:21][CH:20]=[CH:19][CH:18]=3)=[CH:3][CH:4]=2)=[CH:9][CH:10]=1)#[N:15], predict the reactants needed to synthesize it. The reactants are: [NH2:1][C:2]1[CH:7]=[CH:6][C:5]([C:8]2[N:12]([CH3:13])[C:11]([C:14]#[N:15])=[CH:10][CH:9]=2)=[CH:4][CH:3]=1.[C:16](Cl)(=[O:23])[C:17]1[CH:22]=[CH:21][CH:20]=[CH:19][CH:18]=1.